This data is from Peptide-MHC class I binding affinity with 185,985 pairs from IEDB/IMGT. The task is: Regression. Given a peptide amino acid sequence and an MHC pseudo amino acid sequence, predict their binding affinity value. This is MHC class I binding data. (1) The peptide sequence is FPVTPQVPLR. The MHC is HLA-B54:01 with pseudo-sequence HLA-B54:01. The binding affinity (normalized) is 0.359. (2) The peptide sequence is FSSPPSYF. The MHC is Mamu-A01 with pseudo-sequence Mamu-A01. The binding affinity (normalized) is 0.691. (3) The peptide sequence is AMLDVDLHPA. The MHC is HLA-A02:17 with pseudo-sequence HLA-A02:17. The binding affinity (normalized) is 0.353. (4) The peptide sequence is FFSPVIASL. The MHC is HLA-A24:03 with pseudo-sequence HLA-A24:03. The binding affinity (normalized) is 1.00. (5) The peptide sequence is QRETWTVNDI. The MHC is Mamu-B03 with pseudo-sequence Mamu-B03. The binding affinity (normalized) is 0.0663. (6) The peptide sequence is FPSQQPYLQL. The MHC is HLA-B54:01 with pseudo-sequence HLA-B54:01. The binding affinity (normalized) is 0.357. (7) The peptide sequence is GTSETFSMGL. The MHC is HLA-B57:01 with pseudo-sequence HLA-B57:01. The binding affinity (normalized) is 0.121. (8) The peptide sequence is VVQDPKNVY. The MHC is HLA-B15:01 with pseudo-sequence HLA-B15:01. The binding affinity (normalized) is 0.523. (9) The peptide sequence is ERYFRINSL. The MHC is HLA-B53:01 with pseudo-sequence HLA-B53:01. The binding affinity (normalized) is 0.